Task: Predict the reaction yield, written as a fraction of the theoretical maximum amount of product (1.0 means a 100% yield; for example, 0.34 means a 34% yield).. Dataset: Reaction yield outcomes from USPTO patents with 853,638 reactions (1) The reactants are C(N(CC)CC)C.[CH3:8][C@:9]12[C:15]([CH3:17])([CH3:16])[C@H:12]([CH2:13][CH2:14]1)[CH:11]([C:18](Cl)=[O:19])[C:10]2=O.C(O[C:27]([N:29](C)[NH:30][C:31]1[CH:36]=[CH:35][CH:34]=[CH:33][C:32]=1[C:37]1[CH:42]=[CH:41][CH:40]=[CH:39][CH:38]=1)=O)(C)(C)C.Cl.O1CCOCC1. The catalyst is ClCCCl.ClCCl. The product is [C:32]1([C:37]2[CH:42]=[CH:41][CH:40]=[CH:39][CH:38]=2)[CH:33]=[CH:34][CH:35]=[CH:36][C:31]=1[N:30]1[C:18](=[O:19])[C:11]2[C@@H:12]3[C:15]([CH3:17])([CH3:16])[C@@:9]([CH3:8])([CH2:14][CH2:13]3)[C:10]=2[N:29]1[CH3:27]. The yield is 0.470. (2) The reactants are [NH:1]1[C:9]2[C:4](=[CH:5][CH:6]=[CH:7][C:8]=2/[CH:10]=[N:11]\O)[CH:3]=[CH:2]1. The catalyst is CO.[OH-].[OH-].[Pd+2]. The product is [NH:1]1[C:9]2[C:4](=[CH:5][CH:6]=[CH:7][C:8]=2[CH2:10][NH2:11])[CH:3]=[CH:2]1. The yield is 1.00. (3) The reactants are [Cl:1][C:2]1[C:3]([C:19](=[O:29])[N:20]([CH2:25][CH2:26][CH2:27][CH3:28])[CH2:21][CH2:22][CH2:23][CH3:24])=[N:4][N:5]([C:8]2[CH:16]=[CH:15][C:14]([O:17][CH3:18])=[CH:13][C:9]=2[C:10](O)=[O:11])[C:6]=1[CH3:7].[CH2:30]1[C:39]2[C:34](=[CH:35][CH:36]=[CH:37][CH:38]=2)[CH2:33][C@@H:32]([CH2:40][OH:41])[NH:31]1.C(N=C=NCCCN(C)C)C.OC1C2N=NNC=2C=CC=1.C(N(CC)CC)C. The catalyst is ClCCl. The product is [CH2:25]([N:20]([CH2:21][CH2:22][CH2:23][CH3:24])[C:19]([C:3]1[C:2]([Cl:1])=[C:6]([CH3:7])[N:5]([C:8]2[CH:16]=[CH:15][C:14]([O:17][CH3:18])=[CH:13][C:9]=2[C:10]([N:31]2[C@H:32]([CH2:40][OH:41])[CH2:33][C:34]3[C:39](=[CH:38][CH:37]=[CH:36][CH:35]=3)[CH2:30]2)=[O:11])[N:4]=1)=[O:29])[CH2:26][CH2:27][CH3:28]. The yield is 0.0450. (4) The catalyst is C1COCC1.O. The product is [CH2:1]([O:3][C:4]1[CH:5]=[CH:6][C:7]([F:39])=[C:8]([N:10]2[CH2:15][CH2:14][C@@H:13]([O:16][C:17]3[CH:22]=[CH:21][C:20]([N:23]4[C@@H:27]([CH2:28][C:29]([OH:31])=[O:30])[C@H:26]([CH3:33])[C:25]([C:34]([F:36])([F:37])[F:35])=[N:24]4)=[CH:19][CH:18]=3)[C@H:12]([CH3:38])[CH2:11]2)[CH:9]=1)[CH3:2]. The yield is 0.990. The reactants are [CH2:1]([O:3][C:4]1[CH:5]=[CH:6][C:7]([F:39])=[C:8]([N:10]2[CH2:15][CH2:14][C@@H:13]([O:16][C:17]3[CH:22]=[CH:21][C:20]([N:23]4[C@@H:27]([CH2:28][C:29]([O:31]C)=[O:30])[C@H:26]([CH3:33])[C:25]([C:34]([F:37])([F:36])[F:35])=[N:24]4)=[CH:19][CH:18]=3)[C@H:12]([CH3:38])[CH2:11]2)[CH:9]=1)[CH3:2].[Li+].[OH-]. (5) The reactants are [F:1][C:2]([F:12])([F:11])[C:3]1[CH:4]=[C:5]([CH:8]=[CH:9][CH:10]=1)[CH:6]=O.C(O)(=O)[CH2:14][C:15]([OH:17])=[O:16].N1CCCCC1.Cl. The catalyst is N1C=CC=CC=1.O. The product is [F:1][C:2]([F:12])([F:11])[C:3]1[CH:4]=[C:5]([CH:6]=[CH:14][C:15]([OH:17])=[O:16])[CH:8]=[CH:9][CH:10]=1. The yield is 0.680. (6) The reactants are [OH:1][CH:2]1[CH2:7][CH2:6][NH:5][CH2:4][CH2:3]1.C(=O)([O-])[O-].[K+].[K+].C[O:15][C:16](=O)[CH2:17]Br.[NH2:20][NH2:21]. The catalyst is C(#N)C.C(O)C. The product is [NH2:20][NH:21][C:16](=[O:15])[CH2:17][N:5]1[CH2:6][CH2:7][CH:2]([OH:1])[CH2:3][CH2:4]1. The yield is 0.500.